From a dataset of NCI-60 drug combinations with 297,098 pairs across 59 cell lines. Regression. Given two drug SMILES strings and cell line genomic features, predict the synergy score measuring deviation from expected non-interaction effect. (1) Cell line: TK-10. Drug 2: CC1=C(C(=O)C2=C(C1=O)N3CC4C(C3(C2COC(=O)N)OC)N4)N. Synergy scores: CSS=2.26, Synergy_ZIP=-3.06, Synergy_Bliss=-0.375, Synergy_Loewe=-4.37, Synergy_HSA=-0.207. Drug 1: CC(C)(C#N)C1=CC(=CC(=C1)CN2C=NC=N2)C(C)(C)C#N. (2) Drug 1: C1=NC2=C(N1)C(=S)N=CN2. Drug 2: N.N.Cl[Pt+2]Cl. Cell line: NCI/ADR-RES. Synergy scores: CSS=43.1, Synergy_ZIP=-16.9, Synergy_Bliss=-16.0, Synergy_Loewe=-8.09, Synergy_HSA=-6.59. (3) Drug 1: C(CC(=O)O)C(=O)CN.Cl. Drug 2: CS(=O)(=O)OCCCCOS(=O)(=O)C. Cell line: OVCAR3. Synergy scores: CSS=1.38, Synergy_ZIP=-3.59, Synergy_Bliss=-1.34, Synergy_Loewe=-12.9, Synergy_HSA=-3.70. (4) Drug 1: CC12CCC(CC1=CCC3C2CCC4(C3CC=C4C5=CN=CC=C5)C)O. Drug 2: C1=CC(=CC=C1C#N)C(C2=CC=C(C=C2)C#N)N3C=NC=N3. Cell line: RXF 393. Synergy scores: CSS=17.8, Synergy_ZIP=-2.35, Synergy_Bliss=2.49, Synergy_Loewe=3.08, Synergy_HSA=4.11. (5) Drug 1: CC(C1=C(C=CC(=C1Cl)F)Cl)OC2=C(N=CC(=C2)C3=CN(N=C3)C4CCNCC4)N. Drug 2: CN(C)N=NC1=C(NC=N1)C(=O)N. Cell line: MOLT-4. Synergy scores: CSS=56.0, Synergy_ZIP=4.90, Synergy_Bliss=8.87, Synergy_Loewe=7.01, Synergy_HSA=7.92. (6) Drug 1: CC1CCC2CC(C(=CC=CC=CC(CC(C(=O)C(C(C(=CC(C(=O)CC(OC(=O)C3CCCCN3C(=O)C(=O)C1(O2)O)C(C)CC4CCC(C(C4)OC)OCCO)C)C)O)OC)C)C)C)OC. Cell line: HOP-62. Drug 2: C1CCC(C(C1)N)N.C(=O)(C(=O)[O-])[O-].[Pt+4]. Synergy scores: CSS=21.5, Synergy_ZIP=-5.94, Synergy_Bliss=-2.21, Synergy_Loewe=-19.4, Synergy_HSA=0.271.